Dataset: Forward reaction prediction with 1.9M reactions from USPTO patents (1976-2016). Task: Predict the product of the given reaction. (1) Given the reactants [CH2:1]([OH:4])[CH2:2][CH3:3].[H-].[Na+].F[C:8]1[CH:9]=[N:10][CH:11]=[CH:12][C:13]=1[C:14]1[N:18]([CH3:19])[C:17]2[CH:20]=[CH:21][C:22]([C:24]([F:27])([F:26])[F:25])=[CH:23][C:16]=2[N:15]=1.[Cl-].[NH4+], predict the reaction product. The product is: [CH3:19][N:18]1[C:17]2[CH:20]=[CH:21][C:22]([C:24]([F:27])([F:26])[F:25])=[CH:23][C:16]=2[N:15]=[C:14]1[C:13]1[CH:12]=[CH:11][N:10]=[CH:9][C:8]=1[O:4][CH2:1][CH2:2][CH3:3]. (2) Given the reactants [OH:1][C:2]1[CH:3]=[C:4]2[C:8](=[CH:9][CH:10]=1)[NH:7][C:6]([C:11]([O:13][CH2:14][CH3:15])=[O:12])=[CH:5]2.C(N(CC)CC)C.[C:23](O[C:23]([O:25][C:26]([CH3:29])([CH3:28])[CH3:27])=[O:24])([O:25][C:26]([CH3:29])([CH3:28])[CH3:27])=[O:24], predict the reaction product. The product is: [C:23]([N:7]1[C:8]2[C:4](=[CH:3][C:2]([OH:1])=[CH:10][CH:9]=2)[CH:5]=[C:6]1[C:11]([O:13][CH2:14][CH3:15])=[O:12])([O:25][C:26]([CH3:29])([CH3:28])[CH3:27])=[O:24].